From a dataset of Full USPTO retrosynthesis dataset with 1.9M reactions from patents (1976-2016). Predict the reactants needed to synthesize the given product. (1) The reactants are: [Cl-].[CH3:2][O:3][CH2:4][P+](C1C=CC=CC=1)(C1C=CC=CC=1)C1C=CC=CC=1.CC(C)([O-])C.[K+].[CH3:30][O:31][C:32]1[CH:37]=[CH:36][C:35]([S:38]([C:41]2[CH:48]=[CH:47][C:44]([CH:45]=O)=[CH:43][CH:42]=2)(=[O:40])=[O:39])=[CH:34][CH:33]=1.O. Given the product [CH3:30][O:31][C:32]1[CH:37]=[CH:36][C:35]([S:38]([C:41]2[CH:48]=[CH:47][C:44]([CH:45]=[CH:2][O:3][CH3:4])=[CH:43][CH:42]=2)(=[O:40])=[O:39])=[CH:34][CH:33]=1, predict the reactants needed to synthesize it. (2) Given the product [C:1]([O:5][C:6]([N:8]1[CH2:13][CH2:12][CH:11]([CH2:14][CH2:15][C:16]2[O:17][C:18]3[CH:24]=[CH:23][C:22]([S:25]([CH3:27])(=[O:36])=[O:26])=[CH:21][C:19]=3[CH:20]=2)[CH2:10][CH2:9]1)=[O:7])([CH3:4])([CH3:3])[CH3:2], predict the reactants needed to synthesize it. The reactants are: [C:1]([O:5][C:6]([N:8]1[CH2:13][CH2:12][CH:11]([CH2:14][CH2:15][C:16]2[O:17][C:18]3[CH:24]=[CH:23][C:22]([S:25]([CH3:27])=[O:26])=[CH:21][C:19]=3[CH:20]=2)[CH2:10][CH2:9]1)=[O:7])([CH3:4])([CH3:3])[CH3:2].C1C=C(Cl)C=C(C(OO)=[O:36])C=1.C([O-])([O-])=O.[Na+].[Na+]. (3) Given the product [NH2:8][C@:12]1([CH3:22])[C:13]2[C:18](=[CH:17][C:16]([F:21])=[CH:15][CH:14]=2)[O:19][CH2:20][C@@H:11]1[CH2:10][OH:9], predict the reactants needed to synthesize it. The reactants are: C([N:8]1[C@:12]2([CH3:22])[C:13]3[CH:14]=[CH:15][C:16]([F:21])=[CH:17][C:18]=3[O:19][CH2:20][C@@H:11]2[CH2:10][O:9]1)C1C=CC=CC=1. (4) Given the product [C:12]1([NH:11][C:2]2[CH:10]=[CH:9][C:5]3[NH:6][CH:7]=[N:8][C:4]=3[CH:3]=2)[CH:17]=[CH:16][CH:15]=[CH:14][CH:13]=1, predict the reactants needed to synthesize it. The reactants are: Br[C:2]1[CH:10]=[CH:9][C:5]2[N:6]=[CH:7][NH:8][C:4]=2[CH:3]=1.[NH2:11][C:12]1[CH:17]=[CH:16][CH:15]=[CH:14][CH:13]=1.C[Si]([N-][Si](C)(C)C)(C)C.[Li+].